Dataset: Catalyst prediction with 721,799 reactions and 888 catalyst types from USPTO. Task: Predict which catalyst facilitates the given reaction. (1) Product: [CH3:8][N:9]([CH3:11])/[CH:10]=[CH:1]/[C:2](=[O:7])[CH2:3][CH2:4][CH2:5][CH3:6]. Reactant: [CH3:1][C:2](=[O:7])[CH2:3][CH2:4][CH2:5][CH3:6].[CH3:8][N:9]([CH:11](OC)OC)[CH3:10]. The catalyst class is: 3. (2) Reactant: C(O[BH-](OC(=O)C)OC(=O)C)(=O)C.[Na+].[NH2:15][C@H:16]([C@H:25]([CH3:28])[CH2:26][CH3:27])[C:17]([NH:19][CH:20]1[CH2:24][CH2:23][CH2:22][CH2:21]1)=[O:18].[CH:29]([C:31]1[CH:36]=[CH:35][N:34]=[C:33]2[N:37]([C:44]([O:46][C:47]([CH3:50])([CH3:49])[CH3:48])=[O:45])[CH:38]=[C:39]([C:40]([O:42][CH3:43])=[O:41])[C:32]=12)=O. Product: [CH:20]1([NH:19][C:17](=[O:18])[C@H:16]([NH:15][CH2:29][C:31]2[CH:36]=[CH:35][N:34]=[C:33]3[N:37]([C:44]([O:46][C:47]([CH3:50])([CH3:49])[CH3:48])=[O:45])[CH:38]=[C:39]([C:40]([O:42][CH3:43])=[O:41])[C:32]=23)[C@H:25]([CH3:28])[CH2:26][CH3:27])[CH2:24][CH2:23][CH2:22][CH2:21]1. The catalyst class is: 26.